Dataset: Catalyst prediction with 721,799 reactions and 888 catalyst types from USPTO. Task: Predict which catalyst facilitates the given reaction. (1) Reactant: Cl[C:2]1[CH:7]=[C:6]([C:8]2[CH:13]=[CH:12][CH:11]=[CH:10][CH:9]=2)[N:5]=[C:4]([NH:14][C:15](=[O:32])[CH2:16][CH2:17][C:18]([C:20]2[CH:25]=[CH:24][C:23]([O:26][CH2:27][CH3:28])=[C:22]([O:29][CH2:30][CH3:31])[CH:21]=2)=[O:19])[CH:3]=1.C1(C2C=CC=CC=2)C=CC=CC=1P(C1CCCCC1)C1CCCCC1.C(=O)([O-])[O-].[K+].[K+].[OH:64][CH2:65][C:66]1[CH:71]=[CH:70][CH:69]=[CH:68][C:67]=1B(O)O. Product: [CH2:30]([O:29][C:22]1[CH:21]=[C:20]([C:18](=[O:19])[CH2:17][CH2:16][C:15]([NH:14][C:4]2[CH:3]=[C:2]([C:67]3[CH:68]=[CH:69][CH:70]=[CH:71][C:66]=3[CH2:65][OH:64])[CH:7]=[C:6]([C:8]3[CH:13]=[CH:12][CH:11]=[CH:10][CH:9]=3)[N:5]=2)=[O:32])[CH:25]=[CH:24][C:23]=1[O:26][CH2:27][CH3:28])[CH3:31]. The catalyst class is: 110. (2) Reactant: [C:1]([OH:14])(=[O:13])/[CH:2]=[CH:3]/[C:4]1[CH:12]=[CH:11][C:9]([OH:10])=[C:6]([O:7][CH3:8])[CH:5]=1.[C:15]1(P([C:16]2[CH:15]=CC=[CH:18][CH:17]=2)[C:16]2[CH:15]=CC=[CH:18][CH:17]=2)C=C[CH:18]=[CH:17][CH:16]=1.[Br:34]C(Br)(Br)Br. Product: [Br:34][CH2:18][CH2:17][CH2:16][CH2:15][O:13][C:1](=[O:14])/[CH:2]=[CH:3]/[C:4]1[CH:12]=[CH:11][C:9]([OH:10])=[C:6]([O:7][CH3:8])[CH:5]=1. The catalyst class is: 7.